Dataset: Catalyst prediction with 721,799 reactions and 888 catalyst types from USPTO. Task: Predict which catalyst facilitates the given reaction. (1) Reactant: [C:1](=O)([O-])[O-].[Cs+].[Cs+].BrC[CH2:9][CH:10]1O[CH2:13][CH2:12][O:11]1.CN(C)[CH:17]=[O:18].[Cl:20][C:21]1[CH:22]=[C:23]([OH:28])[CH:24]=[N:25][C:26]=1[F:27]. Product: [Cl:20][C:21]1[C:26]([F:27])=[N:25][CH:24]=[C:23]([O:28][CH2:9][CH:10]([O:18][CH2:17][CH3:1])[O:11][CH2:12][CH3:13])[CH:22]=1. The catalyst class is: 6. (2) Reactant: ClC1C=C(Cl)C=CC=1CN1[C:9](/C=C/C(O)=O)=[CH:8][C:7]([O:15]C(C)C)=[N:6]1.[CH3:24][CH:25]([CH3:32])[CH2:26][CH2:27][S:28](N)(=[O:30])=[O:29].N12CCCN=C1CCCCC2. Product: [CH3:24][CH:25]([CH3:32])[CH2:26][CH2:27][S:28]([NH:6][C:7](=[O:15])[CH:8]=[CH2:9])(=[O:30])=[O:29]. The catalyst class is: 9. (3) Reactant: [CH:1]1([N:4]([CH2:32][C:33]2[CH:38]=[C:37]([CH2:39][CH2:40][CH2:41][O:42][CH3:43])[CH:36]=[C:35]([O:44][CH2:45][CH2:46][O:47][CH3:48])[CH:34]=2)[C:5]([C@H:7]2[C@H:12]([C:13]3[C:22]4[C:17](=[CH:18][CH:19]=[CH:20][CH:21]=4)[N:16]([CH3:23])[C:15](=[O:24])[CH:14]=3)[CH2:11][CH2:10][N:9](C(OC(C)(C)C)=O)[CH2:8]2)=[O:6])[CH2:3][CH2:2]1.Cl. Product: [CH:1]1([N:4]([CH2:32][C:33]2[CH:38]=[C:37]([CH2:39][CH2:40][CH2:41][O:42][CH3:43])[CH:36]=[C:35]([O:44][CH2:45][CH2:46][O:47][CH3:48])[CH:34]=2)[C:5]([C@H:7]2[C@H:12]([C:13]3[C:22]4[C:17](=[CH:18][CH:19]=[CH:20][CH:21]=4)[N:16]([CH3:23])[C:15](=[O:24])[CH:14]=3)[CH2:11][CH2:10][NH:9][CH2:8]2)=[O:6])[CH2:2][CH2:3]1. The catalyst class is: 2. (4) Reactant: C(OC([NH:8][C:9]1([CH3:37])[C:13]2([CH2:15][CH2:14]2)[CH2:12][N:11]([C:16]2[C:25]([O:26][CH3:27])=[C:24]3[C:19]([C:20](=[O:35])[C:21]([C:32]([OH:34])=[O:33])=[CH:22][N:23]3[C@@H:28]3[CH2:30][C@@H:29]3[F:31])=[CH:18][C:17]=2[F:36])[CH2:10]1)=O)(C)(C)C. Product: [NH2:8][C:9]1([CH3:37])[C:13]2([CH2:14][CH2:15]2)[CH2:12][N:11]([C:16]2[C:25]([O:26][CH3:27])=[C:24]3[C:19]([C:20](=[O:35])[C:21]([C:32]([OH:34])=[O:33])=[CH:22][N:23]3[C@@H:28]3[CH2:30][C@@H:29]3[F:31])=[CH:18][C:17]=2[F:36])[CH2:10]1. The catalyst class is: 33. (5) Reactant: C(OC([N:8]1[CH2:12][C@H:11]([O:13][C:14]2[C:23]3[C:18](=[CH:19][C:20]([O:24][CH3:25])=[CH:21][CH:22]=3)[N:17]=[C:16]([C:26]3[N:27]=[C:28]([NH:31][CH:32]([CH3:34])[CH3:33])[S:29][CH:30]=3)[CH:15]=2)[CH2:10][C@H:9]1[C:35](=[O:67])[NH:36][C@:37]1([C:42]([NH:44][S:45]([C:48]2[CH:53]=[CH:52][CH:51]=[CH:50][C:49]=2[NH:54][CH2:55][CH2:56][CH2:57][CH2:58][N:59]([CH2:61][CH2:62][CH2:63][C:64]([OH:66])=[O:65])[CH3:60])(=[O:47])=[O:46])=[O:43])[CH2:39][C@H:38]1[CH:40]=[CH2:41])=O)(C)(C)C.C(O)(C(F)(F)F)=O. Product: [CH:32]([NH:31][C:28]1[S:29][CH:30]=[C:26]([C:16]2[CH:15]=[C:14]([O:13][C@H:11]3[CH2:12][NH:8][C@H:9]([C:35]([NH:36][C@:37]4([C:42]([NH:44][S:45]([C:48]5[CH:53]=[CH:52][CH:51]=[CH:50][C:49]=5[NH:54][CH2:55][CH2:56][CH2:57][CH2:58][N:59]([CH3:60])[CH2:61][CH2:62][CH2:63][C:64]([OH:66])=[O:65])(=[O:46])=[O:47])=[O:43])[CH2:39][C@H:38]4[CH:40]=[CH2:41])=[O:67])[CH2:10]3)[C:23]3[C:18](=[CH:19][C:20]([O:24][CH3:25])=[CH:21][CH:22]=3)[N:17]=2)[N:27]=1)([CH3:34])[CH3:33]. The catalyst class is: 2. (6) Reactant: Br[C:2]([F:9])([F:8])[C:3]([O:5][CH2:6][CH3:7])=[O:4].C([O:12][CH2:13][C:14]1[C:15](=[O:35])[N:16]2[C:28](=[CH:29][C:30]=1[C:31](=[O:34])[CH2:32][CH3:33])[C:19]1=[N:20][C:21]3[C:26]([CH:27]=[C:18]1[CH2:17]2)=[CH:25][CH:24]=[CH:23][CH:22]=3)=O.[Cl-].[NH4+]. Product: [F:8][C:2]([F:9])([C:31]([OH:34])([C:30]1[CH:29]=[C:28]2[N:16]([CH2:17][C:18]3[C:19]2=[N:20][C:21]2[C:26]([CH:27]=3)=[CH:25][CH:24]=[CH:23][CH:22]=2)[C:15](=[O:35])[C:14]=1[CH2:13][OH:12])[CH2:32][CH3:33])[C:3]([O:5][CH2:6][CH3:7])=[O:4]. The catalyst class is: 324.